From a dataset of Forward reaction prediction with 1.9M reactions from USPTO patents (1976-2016). Predict the product of the given reaction. (1) The product is: [F:6][C:7]([F:17])([F:16])[C:8]1[CH:15]=[CH:14][C:11]([CH2:12][N:2]([CH2:3][CH2:4][OH:5])[CH3:1])=[CH:10][CH:9]=1. Given the reactants [CH3:1][NH:2][CH2:3][CH2:4][OH:5].[F:6][C:7]([F:17])([F:16])[C:8]1[CH:15]=[CH:14][C:11]([CH:12]=O)=[CH:10][CH:9]=1.C(O)(=O)C.C(OCC)(=O)C.CCCCCCC.C(N)(C)C, predict the reaction product. (2) Given the reactants [F:1][C:2]([F:33])([F:32])[C:3]1[CH:4]=[C:5]([C@H:13]([O:15][C@@H:16]2[C@@H:23]([C:24]3[CH:29]=[CH:28][C:27]([F:30])=[CH:26][CH:25]=3)[C@H:22]3[N:18]([C:19](=[O:31])[CH2:20][CH2:21]3)[CH2:17]2)[CH3:14])[CH:6]=[C:7]([C:9]([F:12])([F:11])[F:10])[CH:8]=1.[CH3:34][O:35][C:36](=O)[O:37]C.[Li+].CC([N-]C(C)C)C, predict the reaction product. The product is: [F:33][C:2]([F:1])([F:32])[C:3]1[CH:4]=[C:5]([C@H:13]([O:15][C@@H:16]2[C@@H:23]([C:24]3[CH:25]=[CH:26][C:27]([F:30])=[CH:28][CH:29]=3)[C@H:22]3[N:18]([C:19](=[O:31])[CH:20]([C:36]([O:35][CH3:34])=[O:37])[CH2:21]3)[CH2:17]2)[CH3:14])[CH:6]=[C:7]([C:9]([F:11])([F:12])[F:10])[CH:8]=1. (3) Given the reactants [C:1]([C:5]1[CH:6]=[C:7]2[C:12](=[C:13]([F:15])[CH:14]=1)[C:11](=[O:16])[NH:10][N:9]=[CH:8]2)([CH3:4])([CH3:3])[CH3:2].[Br:17][C:18]1[CH:25]=[CH:24][C:21]([CH2:22]Br)=[C:20]([F:26])[CH:19]=1.C(=O)([O-])[O-].[Cs+].[Cs+].C(#N)C, predict the reaction product. The product is: [Br:17][C:18]1[CH:25]=[CH:24][C:21]([CH2:22][N:10]2[N:9]=[CH:8][C:7]3[C:12](=[C:13]([F:15])[CH:14]=[C:5]([C:1]([CH3:4])([CH3:2])[CH3:3])[CH:6]=3)[C:11]2=[O:16])=[C:20]([F:26])[CH:19]=1.